Predict which catalyst facilitates the given reaction. From a dataset of Catalyst prediction with 721,799 reactions and 888 catalyst types from USPTO. (1) Reactant: [C:1]([C:3]1[CH:4]=[C:5]([N:19]([CH3:28])[CH2:20][C:21]([O:23]C(C)(C)C)=[O:22])[CH:6]=[CH:7][C:8]=1[O:9][C:10]1[CH:15]=[CH:14][C:13]([N+:16]([O-:18])=[O:17])=[CH:12][N:11]=1)#[N:2].FC(F)(F)C(O)=O. Product: [C:1]([C:3]1[CH:4]=[C:5]([N:19]([CH3:28])[CH2:20][C:21]([OH:23])=[O:22])[CH:6]=[CH:7][C:8]=1[O:9][C:10]1[CH:15]=[CH:14][C:13]([N+:16]([O-:18])=[O:17])=[CH:12][N:11]=1)#[N:2]. The catalyst class is: 4. (2) Reactant: C[O:2][C:3](=O)[C:4]1[CH:9]=[CH:8][C:7]([NH:10][C:11](=[O:32])[CH:12]([C:19]2[CH:24]=[CH:23][C:22]([O:25][C:26]3[CH:31]=[CH:30][CH:29]=[CH:28][CH:27]=3)=[CH:21][CH:20]=2)[CH2:13][CH:14]2[CH2:18][CH2:17][CH2:16][CH2:15]2)=[N:6][CH:5]=1.[H-].[Al+3].[Li+].[H-].[H-].[H-]. Product: [CH:14]1([CH2:13][CH:12]([C:19]2[CH:20]=[CH:21][C:22]([O:25][C:26]3[CH:31]=[CH:30][CH:29]=[CH:28][CH:27]=3)=[CH:23][CH:24]=2)[C:11]([NH:10][C:7]2[CH:8]=[CH:9][C:4]([CH2:3][OH:2])=[CH:5][N:6]=2)=[O:32])[CH2:15][CH2:16][CH2:17][CH2:18]1. The catalyst class is: 280. (3) Reactant: [OH:1][CH2:2][CH2:3][C:4]#[C:5][C:6]1[CH:15]=[C:14]2[C:9]([CH:10]=[CH:11][C:12](=[O:16])[O:13]2)=[CH:8][CH:7]=1. Product: [OH:1][CH2:2][CH2:3][CH2:4][CH2:5][C:6]1[CH:15]=[C:14]2[C:9]([CH:10]=[CH:11][C:12](=[O:16])[O:13]2)=[CH:8][CH:7]=1. The catalyst class is: 19. (4) Reactant: [O:1]=[C:2]1[N:10]2[CH:5]([CH2:6][CH2:7][CH:8]([C:11]([O:13]C)=[O:12])[CH2:9]2)[CH2:4][CH2:3]1.C[O-].[Na+].Cl. Product: [O:1]=[C:2]1[N:10]2[C@@H:5]([CH2:6][CH2:7][C@H:8]([C:11]([OH:13])=[O:12])[CH2:9]2)[CH2:4][CH2:3]1. The catalyst class is: 24. (5) Reactant: C[Al](C)C.[CH3:5][NH2:6].C[O:8][C:9](=O)[CH2:10][N:11]([CH:34]1[CH2:37][CH2:36][CH2:35]1)[CH2:12][CH:13]1[CH2:18][CH2:17][N:16]([C:19]2[C:20]3[C:27]([C:28]4[CH:33]=[CH:32][CH:31]=[CH:30][CH:29]=4)=[CH:26][S:25][C:21]=3[N:22]=[CH:23][N:24]=2)[CH2:15][CH2:14]1. Product: [CH:34]1([N:11]([CH2:12][CH:13]2[CH2:14][CH2:15][N:16]([C:19]3[C:20]4[C:27]([C:28]5[CH:33]=[CH:32][CH:31]=[CH:30][CH:29]=5)=[CH:26][S:25][C:21]=4[N:22]=[CH:23][N:24]=3)[CH2:17][CH2:18]2)[CH2:10][C:9]([NH:6][CH3:5])=[O:8])[CH2:35][CH2:36][CH2:37]1. The catalyst class is: 2. (6) Reactant: [Br:1][C:2]1[C:8]([C:9]([F:12])([F:11])[F:10])=[CH:7][C:5]([NH2:6])=[C:4]([N:13]2[CH:17]=[CH:16][N:15]=[CH:14]2)[CH:3]=1.C1N=CN([C:23](N2C=NC=C2)=[O:24])C=1. Product: [Br:1][C:2]1[CH:3]=[C:4]2[C:5]([NH:6][C:23](=[O:24])[C:14]3[N:13]2[CH:17]=[CH:16][N:15]=3)=[CH:7][C:8]=1[C:9]([F:12])([F:11])[F:10]. The catalyst class is: 13. (7) Reactant: [NH2:1][CH2:2][CH2:3][NH:4][C:5]([C:7]1[C:8](Cl)=[N:9][C:10]2[C:15]([C:16]=1[NH:17][CH2:18][C:19]1[CH:24]=[CH:23][C:22]([O:25][CH3:26])=[C:21]([Cl:27])[CH:20]=1)=[CH:14][C:13]([C:28]#[N:29])=[CH:12][CH:11]=2)=[O:6].CO. Product: [Cl:27][C:21]1[CH:20]=[C:19]([CH:24]=[CH:23][C:22]=1[O:25][CH3:26])[CH2:18][NH:17][C:16]1[C:15]2[C:10](=[CH:11][CH:12]=[C:13]([C:28]#[N:29])[CH:14]=2)[N:9]=[C:8]2[NH:1][CH2:2][CH2:3][NH:4][C:5](=[O:6])[C:7]=12. The catalyst class is: 37. (8) Reactant: CO.Cl.CON.[F:7][C@H:8]1[C@H:12]([O:13][CH2:14][C:15]2[CH:20]=[CH:19][C:18]([CH3:21])=[CH:17][CH:16]=2)[C@@H:11]([CH2:22][O:23][CH2:24][C:25]2[CH:30]=[CH:29][C:28]([CH3:31])=[CH:27][CH:26]=2)[O:10][CH:9]1[OH:32].C(N(CC)CC)C. Product: [F:7][C@H:8]([C@H:12]([O:13][CH2:14][C:15]1[CH:16]=[CH:17][C:18]([CH3:21])=[CH:19][CH:20]=1)[C@H:11]([OH:10])[CH2:22][O:23][CH2:24][C:25]1[CH:30]=[CH:29][C:28]([CH3:31])=[CH:27][CH:26]=1)[CH:9]=[O:32]. The catalyst class is: 13. (9) Product: [OH:19][C:16]1[CH:17]=[CH:18][C:13]([C:11]([C:8]2[CH:9]=[CH:10][C:5]([O:4][CH2:3][CH2:2][NH:21][CH3:20])=[CH:6][CH:7]=2)=[O:12])=[CH:14][CH:15]=1. The catalyst class is: 5. Reactant: Cl[CH2:2][CH2:3][O:4][C:5]1[CH:10]=[CH:9][C:8]([C:11]([C:13]2[CH:18]=[CH:17][C:16]([OH:19])=[CH:15][CH:14]=2)=[O:12])=[CH:7][CH:6]=1.[CH3:20][NH2:21].